From a dataset of Full USPTO retrosynthesis dataset with 1.9M reactions from patents (1976-2016). Predict the reactants needed to synthesize the given product. (1) The reactants are: Cl[C:2]1[N:7]=[C:6]([N:8]([C:16]([O:18][C:19]([CH3:22])([CH3:21])[CH3:20])=[O:17])[C:9]([O:11][C:12]([CH3:15])([CH3:14])[CH3:13])=[O:10])[N:5]=[C:4]2[N:23]([CH2:29][C:30]3[CH:35]=[CH:34][C:33]([O:36][CH3:37])=[CH:32][CH:31]=3)[N:24]=[C:25]([CH2:26][CH2:27]O)[C:3]=12.C(N(CC)CC)C.C[S:46](Cl)(=O)=O. Given the product [CH3:37][O:36][C:33]1[CH:34]=[CH:35][C:30]([CH2:29][N:23]2[C:4]3[C:3]4[C:25]([CH2:26][CH2:27][S:46][C:2]=4[N:7]=[C:6]([N:8]([C:9]([O:11][C:12]([CH3:13])([CH3:15])[CH3:14])=[O:10])[C:16]([O:18][C:19]([CH3:21])([CH3:22])[CH3:20])=[O:17])[N:5]=3)=[N:24]2)=[CH:31][CH:32]=1, predict the reactants needed to synthesize it. (2) Given the product [C:1]([O:5][C:6]([N:8]([CH2:23][C:24]1[CH:33]=[C:32]2[C:27]([CH2:28][CH2:29][CH2:30][N:31]2[CH2:34][CH2:35][OH:36])=[CH:26][CH:25]=1)[C:9]1[CH:14]=[CH:13][C:12]([CH2:15][CH2:16][C:17]([O:19][CH2:20][CH3:21])=[O:18])=[C:11]([F:22])[CH:10]=1)=[O:7])([CH3:3])([CH3:4])[CH3:2], predict the reactants needed to synthesize it. The reactants are: [C:1]([O:5][C:6]([N:8]([CH2:23][C:24]1[CH:33]=[C:32]2[C:27]([CH2:28][CH2:29][CH2:30][N:31]2[CH2:34][CH2:35][O:36][Si](C(C)(C)C)(C)C)=[CH:26][CH:25]=1)[C:9]1[CH:14]=[CH:13][C:12]([CH2:15][CH2:16][C:17]([O:19][CH2:20][CH3:21])=[O:18])=[C:11]([F:22])[CH:10]=1)=[O:7])([CH3:4])([CH3:3])[CH3:2]. (3) Given the product [Cl:8][C:6]1[N:5]=[CH:4][N:3]=[C:2]([NH:19][C:18]2[CH:17]=[CH:16][C:15]([N:12]3[CH2:13][CH2:14][O:9][CH2:10][CH2:11]3)=[CH:21][CH:20]=2)[CH:7]=1, predict the reactants needed to synthesize it. The reactants are: Cl[C:2]1[CH:7]=[C:6]([Cl:8])[N:5]=[CH:4][N:3]=1.[O:9]1[CH2:14][CH2:13][N:12]([C:15]2[CH:21]=[CH:20][C:18]([NH2:19])=[CH:17][CH:16]=2)[CH2:11][CH2:10]1. (4) Given the product [F:1][C:2]([S:5][C:6]1[CH:11]=[CH:10][C:9]([O:12][C:15](=[O:16])[N:14]([CH3:13])[C:18]2[CH:23]=[CH:22][CH:21]=[CH:20][CH:19]=2)=[CH:8][CH:7]=1)([F:4])[F:3], predict the reactants needed to synthesize it. The reactants are: [F:1][C:2]([S:5][C:6]1[CH:11]=[CH:10][C:9]([OH:12])=[CH:8][CH:7]=1)([F:4])[F:3].[CH3:13][N:14]([C:18]1[CH:23]=[CH:22][CH:21]=[CH:20][CH:19]=1)[C:15](Cl)=[O:16]. (5) Given the product [CH3:26][O:25][CH2:24][CH2:23][O:22][CH2:21][C:18]1[CH:19]=[CH:20][C:15]([C@@H:13]2[C@@H:12]([O:27][CH2:28][C:29]3[CH:30]=[CH:31][C:32]4[O:37][CH2:36][CH2:35][N:34]([CH2:38][CH2:39][CH2:40][O:41][CH3:42])[C:33]=4[CH:43]=3)[CH2:11][N:10]([S:44]([C:47]3[CH:52]=[CH:51][C:50]([CH3:53])=[CH:49][CH:48]=3)(=[O:45])=[O:46])[C@@H:9]([CH2:8][C:7](=[O:54])[CH3:1])[CH2:14]2)=[CH:16][CH:17]=1, predict the reactants needed to synthesize it. The reactants are: [CH3:1][Mg]Br.CON(C)[C:7](=[O:54])[CH2:8][C@H:9]1[CH2:14][C@H:13]([C:15]2[CH:20]=[CH:19][C:18]([CH2:21][O:22][CH2:23][CH2:24][O:25][CH3:26])=[CH:17][CH:16]=2)[C@@H:12]([O:27][CH2:28][C:29]2[CH:30]=[CH:31][C:32]3[O:37][CH2:36][CH2:35][N:34]([CH2:38][CH2:39][CH2:40][O:41][CH3:42])[C:33]=3[CH:43]=2)[CH2:11][N:10]1[S:44]([C:47]1[CH:52]=[CH:51][C:50]([CH3:53])=[CH:49][CH:48]=1)(=[O:46])=[O:45].S([O-])(O)(=O)=O.[K+]. (6) Given the product [CH:1]1([C:4]2[NH:5][C:6]([C:10]3[C:11]([CH3:20])=[CH:12][C:13]([CH3:19])=[C:14]([CH:18]=3)[C:15]([N:42]3[CH2:41][C:40]([C:44]4[CH:45]=[CH:46][C:47]([C:48]#[N:49])=[CH:50][CH:51]=4)([F:39])[CH2:43]3)=[O:17])=[C:7]([CH3:9])[N:8]=2)[CH2:2][CH2:3]1, predict the reactants needed to synthesize it. The reactants are: [CH:1]1([C:4]2[NH:5][C:6]([C:10]3[C:11]([CH3:20])=[CH:12][C:13]([CH3:19])=[C:14]([CH:18]=3)[C:15]([OH:17])=O)=[C:7]([CH3:9])[N:8]=2)[CH2:3][CH2:2]1.CC1NC(C2C=C(C=CC=2C)C(O)=O)=C(C)N=1.Cl.[F:39][C:40]1([C:44]2[CH:51]=[CH:50][C:47]([C:48]#[N:49])=[CH:46][CH:45]=2)[CH2:43][NH:42][CH2:41]1.Cl.N1CC(C2C=CC(C#N)=CC=2)C1. (7) Given the product [Br:1][C:2]1[CH:3]=[C:4]([CH2:14][Cl:27])[CH:5]=[CH:6][C:7]=1[O:8][CH2:9][C:10]([F:13])([F:12])[F:11], predict the reactants needed to synthesize it. The reactants are: [Br:1][C:2]1[CH:3]=[C:4]([CH2:14]O)[CH:5]=[CH:6][C:7]=1[O:8][CH2:9][C:10]([F:13])([F:12])[F:11].C(N(CC)CC)C.CS([Cl:27])(=O)=O.